Predict the reaction yield, written as a fraction of the theoretical maximum amount of product (1.0 means a 100% yield; for example, 0.34 means a 34% yield). From a dataset of Reaction yield outcomes from USPTO patents with 853,638 reactions. The reactants are C1CCC(N=C=NC2CCCCC2)CC1.[CH:16]([C:18]1[CH:26]=[CH:25][C:21]([C:22]([OH:24])=[O:23])=[CH:20][CH:19]=1)=[CH2:17].O[CH:28]([CH3:41])[CH2:29][C:30]([CH:32]1[C:37]([CH3:39])([CH3:38])[CH2:36][CH:35]=[CH:34][CH:33]1[CH3:40])=[O:31]. The catalyst is C(Cl)Cl.CN(C1C=CN=CC=1)C. The product is [CH:16]([C:18]1[CH:26]=[CH:25][C:21]([C:22]([O:24][CH:28]([CH3:41])[CH2:29][C:30](=[O:31])[CH:32]2[C:37]([CH3:39])([CH3:38])[CH2:36][CH:35]=[CH:34][CH:33]2[CH3:40])=[O:23])=[CH:20][CH:19]=1)=[CH2:17]. The yield is 0.740.